This data is from Full USPTO retrosynthesis dataset with 1.9M reactions from patents (1976-2016). The task is: Predict the reactants needed to synthesize the given product. (1) Given the product [C:11]([C:9]1[CH:10]=[C:6]([C:4]([OH:5])=[O:3])[N:7]([CH3:15])[N:8]=1)([CH3:14])([CH3:12])[CH3:13], predict the reactants needed to synthesize it. The reactants are: C([O:3][C:4]([C:6]1[N:7]([CH3:15])[N:8]=[C:9]([C:11]([CH3:14])([CH3:13])[CH3:12])[CH:10]=1)=[O:5])C.O.[OH-].[Na+]. (2) Given the product [CH:21]([C:6]1[C:7]2[C:15]3[CH2:14][CH2:13][N:12]([C:16]([O:18][CH2:19][CH3:20])=[O:17])[CH2:11][C:10]=3[O:9][C:8]=2[C:3]([O:2][CH3:1])=[CH:4][CH:5]=1)=[O:22], predict the reactants needed to synthesize it. The reactants are: [CH3:1][O:2][C:3]1[C:8]2[O:9][C:10]3[CH2:11][N:12]([C:16]([O:18][CH2:19][CH3:20])=[O:17])[CH2:13][CH2:14][C:15]=3[C:7]=2[CH:6]=[CH:5][CH:4]=1.[CH3:21][O:22]C(Cl)Cl. (3) Given the product [Br:20][C:4]1[S:3][C:2]([NH2:1])=[N:6][C:5]=1[C:7]1[CH:12]=[CH:11][N:10]=[CH:9][CH:8]=1, predict the reactants needed to synthesize it. The reactants are: [NH2:1][C:2]1[S:3][CH:4]=[C:5]([C:7]2[CH:12]=[CH:11][N:10]=[CH:9][CH:8]=2)[N:6]=1.C1C(=O)N([Br:20])C(=O)C1. (4) Given the product [CH2:1]([C:3]1[N:7]2[CH:8]=[CH:9][C:10]([C:12]([OH:14])=[O:13])=[CH:11][C:6]2=[N:5][C:4]=1[CH2:16][CH2:17][CH3:18])[CH3:2], predict the reactants needed to synthesize it. The reactants are: [CH2:1]([C:3]1[N:7]2[CH:8]=[CH:9][C:10]([C:12]([O:14]C)=[O:13])=[CH:11][C:6]2=[N:5][C:4]=1[CH2:16][CH2:17][CH3:18])[CH3:2].[OH-].[Na+].